This data is from Forward reaction prediction with 1.9M reactions from USPTO patents (1976-2016). The task is: Predict the product of the given reaction. Given the reactants [F:1][C:2]1[C:3]([O:11][C:12]2[C:17]([O:18][CH3:19])=[CH:16][CH:15]=[CH:14][C:13]=2[F:20])=[C:4]([CH:8]=[CH:9][CH:10]=1)C(O)=O.[C:21](Cl)(=[O:25])C(Cl)=O.[N-:27]=[N+]=[N-].[Na+].[NH2:31][C:32]1[S:33][CH:34]=[CH:35][N:36]=1, predict the reaction product. The product is: [F:1][C:2]1[C:3]([O:11][C:12]2[C:17]([O:18][CH3:19])=[CH:16][CH:15]=[CH:14][C:13]=2[F:20])=[C:4]([NH:27][C:21]([NH:31][C:32]2[S:33][CH:34]=[CH:35][N:36]=2)=[O:25])[CH:8]=[CH:9][CH:10]=1.